Dataset: Reaction yield outcomes from USPTO patents with 853,638 reactions. Task: Predict the reaction yield, written as a fraction of the theoretical maximum amount of product (1.0 means a 100% yield; for example, 0.34 means a 34% yield). (1) The reactants are [CH2:1]([O:3][C:4]1[CH:11]=[CH:10][CH:9]=[CH:8][C:5]=1[CH:6]=O)[CH3:2].[CH:12]([NH:15][OH:16])([CH3:14])[CH3:13]. The catalyst is C(OCC)(=O)C. The product is [CH2:1]([O:3][C:4]1[CH:11]=[CH:10][CH:9]=[CH:8][C:5]=1[CH:6]=[N+:15]([CH:12]([CH3:14])[CH3:13])[O-:16])[CH3:2]. The yield is 0.488. (2) The reactants are CN(C)/[CH:3]=[CH:4]/[C:5]([C:7]1[C:8]([C:21]2[CH:26]=[CH:25][CH:24]=[C:23]([N+:27]([O-:29])=[O:28])[CH:22]=2)=[N:9][N:10]([CH2:12][C:13]2[CH:18]=[CH:17][C:16]([O:19][CH3:20])=[CH:15][CH:14]=2)[CH:11]=1)=O.C(=O)(O)O.[NH2:35][C:36]([NH2:38])=[NH:37].C(=O)([O-])[O-].[K+].[K+]. The catalyst is CN(C)C=O. The product is [CH3:20][O:19][C:16]1[CH:15]=[CH:14][C:13]([CH2:12][N:10]2[CH:11]=[C:7]([C:5]3[CH:4]=[CH:3][N:35]=[C:36]([NH2:38])[N:37]=3)[C:8]([C:21]3[CH:26]=[CH:25][CH:24]=[C:23]([N+:27]([O-:29])=[O:28])[CH:22]=3)=[N:9]2)=[CH:18][CH:17]=1. The yield is 0.680. (3) The reactants are [F:1][C:2]1[CH:11]=[CH:10][C:5]2[N:6]=[C:7]([NH2:9])[S:8][C:4]=2[CH:3]=1.[F:12][C:13]([F:24])([F:23])[C:14]1[CH:15]=[C:16]([CH:20]=[CH:21][CH:22]=1)[C:17](Cl)=[O:18].C[O:26][C:27]1[CH:36]=CC2N=C(N)SC=2C=1.ClC1C=C(C=CC=1)C(Cl)=[O:42]. No catalyst specified. The product is [F:1][C:2]1[CH:11]=[CH:10][C:5]2[N:6]([CH2:36][C:27]([OH:26])=[O:42])[C:7](=[N:9][C:17](=[O:18])[C:16]3[CH:20]=[CH:21][CH:22]=[C:14]([C:13]([F:24])([F:23])[F:12])[CH:15]=3)[S:8][C:4]=2[CH:3]=1. The yield is 0.160. (4) The reactants are [C:1]([C:5]1[CH:6]=[C:7]([C:15]2[N:19]([C:20]3[CH:25]=[CH:24][C:23]([N+:26]([O-])=O)=[CH:22][CH:21]=3)[N:18]=[C:17]([C:29]3[CH:38]=[CH:37][C:32]([C:33]([O:35][CH3:36])=[O:34])=[CH:31][CH:30]=3)[CH:16]=2)[CH:8]=[C:9]([C:11]([CH3:14])([CH3:13])[CH3:12])[CH:10]=1)([CH3:4])([CH3:3])[CH3:2].[Cl-].[NH4+]. The catalyst is CO.O.[Fe]. The product is [NH2:26][C:23]1[CH:24]=[CH:25][C:20]([N:19]2[C:15]([C:7]3[CH:8]=[C:9]([C:11]([CH3:12])([CH3:13])[CH3:14])[CH:10]=[C:5]([C:1]([CH3:4])([CH3:3])[CH3:2])[CH:6]=3)=[CH:16][C:17]([C:29]3[CH:30]=[CH:31][C:32]([C:33]([O:35][CH3:36])=[O:34])=[CH:37][CH:38]=3)=[N:18]2)=[CH:21][CH:22]=1. The yield is 0.970. (5) The reactants are C([O:3][C:4]([C:6]1[S:10][C:9]([C:11]2[CH:16]=[CH:15][CH:14]=[CH:13][CH:12]=2)=[N:8][C:7]=1[C:17]([F:20])([F:19])[F:18])=[O:5])C.[Li+].[OH-].Cl. The catalyst is C1COCC1. The product is [C:11]1([C:9]2[S:10][C:6]([C:4]([OH:5])=[O:3])=[C:7]([C:17]([F:18])([F:19])[F:20])[N:8]=2)[CH:12]=[CH:13][CH:14]=[CH:15][CH:16]=1. The yield is 0.910. (6) The reactants are [Cl:1][C:2]1[CH:17]=[CH:16][CH:15]=[CH:14][C:3]=1[CH2:4][O:5][C:6]1[CH:7]=[CH:8][C:9]([CH:12]=O)=[N:10][CH:11]=1.CCO.[OH2:21].Cl.[NH2:23]O.[OH-].[Na+]. The catalyst is CC(O)=O. The product is [Cl:1][C:2]1[CH:17]=[CH:16][CH:15]=[CH:14][C:3]=1[CH2:4][O:5][C:6]1[CH:7]=[CH:8][C:9]([CH:12]=[N:23][OH:21])=[N:10][CH:11]=1. The yield is 0.690. (7) The reactants are CO[C:3]([C:5]1[NH:6][N:7]=[C:8]([O:10][CH2:11][C:12]2[C:13]([CH2:18][CH2:19][CH2:20][CH3:21])=[N:14][O:15][C:16]=2[CH3:17])[CH:9]=1)=[O:4].[NH2:22][N:23]1[CH2:28][CH2:27][CH2:26][CH2:25][CH2:24]1. No catalyst specified. The product is [N:23]1([NH:22][C:3]([C:5]2[NH:6][N:7]=[C:8]([O:10][CH2:11][C:12]3[C:13]([CH2:18][CH2:19][CH2:20][CH3:21])=[N:14][O:15][C:16]=3[CH3:17])[CH:9]=2)=[O:4])[CH2:28][CH2:27][CH2:26][CH2:25][CH2:24]1. The yield is 0.850.